This data is from Catalyst prediction with 721,799 reactions and 888 catalyst types from USPTO. The task is: Predict which catalyst facilitates the given reaction. (1) Reactant: [Cl:1][C:2]1[CH:7]=[CH:6][C:5]([CH:8]([CH:15]2[CH2:20][CH2:19][N:18]([CH3:21])[CH2:17][CH2:16]2)[N:9]2[CH2:14][CH2:13][NH:12][CH2:11][CH2:10]2)=[CH:4][CH:3]=1.[C:22]1([CH:28]([N:35]=[C:36]=[O:37])[C:29]2[CH:34]=[CH:33][CH:32]=[CH:31][CH:30]=2)[CH:27]=[CH:26][CH:25]=[CH:24][CH:23]=1. Product: [CH:28]([NH:35][C:36]([N:12]1[CH2:11][CH2:10][N:9]([CH:8]([C:5]2[CH:6]=[CH:7][C:2]([Cl:1])=[CH:3][CH:4]=2)[CH:15]2[CH2:20][CH2:19][N:18]([CH3:21])[CH2:17][CH2:16]2)[CH2:14][CH2:13]1)=[O:37])([C:29]1[CH:30]=[CH:31][CH:32]=[CH:33][CH:34]=1)[C:22]1[CH:27]=[CH:26][CH:25]=[CH:24][CH:23]=1. The catalyst class is: 2. (2) Reactant: CO[C:3]1[C:4](=[O:10])[C:5](=[O:9])[C:6]=1[O:7][CH3:8].[Cl:11][C:12]1[CH:17]=[C:16]([NH2:18])[CH:15]=[CH:14][N:13]=1. Product: [Cl:11][C:12]1[CH:17]=[C:16]([NH:18][C:3]2[C:4](=[O:10])[C:5](=[O:9])[C:6]=2[O:7][CH3:8])[CH:15]=[CH:14][N:13]=1. The catalyst class is: 8. (3) Product: [F:1][C:2]1[CH:3]=[CH:4][C:5]([CH:8]2[O:53][C:51](=[O:36])[NH:48][CH:9]2[CH2:13][C:14]2[CH:19]=[CH:18][CH:17]=[C:16]([O:20][CH2:21][C:22]([F:26])([F:27])[CH:23]([F:24])[F:25])[CH:15]=2)=[CH:6][CH:7]=1. Reactant: [F:1][C:2]1[CH:7]=[CH:6][C:5]([CH:8](O)[CH:9]([CH2:13][C:14]2[CH:19]=[CH:18][CH:17]=[C:16]([O:20][CH2:21][C:22]([F:27])([F:26])[CH:23]([F:25])[F:24])[CH:15]=2)C(O)=O)=[CH:4][CH:3]=1.C1(P(N=[N+]=[N-])(C2C=CC=CC=2)=[O:36])C=CC=CC=1.C([N:48]([CH2:51]C)CC)C.[OH2:53]. The catalyst class is: 7. (4) Reactant: FC(F)(F)C(O)=O.C([O:12][C:13](=[O:24])[CH2:14][N:15]1[CH:19]=[C:18]([C:20]([F:23])([F:22])[F:21])[CH:17]=[N:16]1)(C)(C)C. The catalyst class is: 2. Product: [F:22][C:20]([F:21])([F:23])[C:18]1[CH:17]=[N:16][N:15]([CH2:14][C:13]([OH:24])=[O:12])[CH:19]=1. (5) The catalyst class is: 2. Product: [Br:12][C:8]1[CH:9]=[C:4]([CH:1]([CH3:3])[CH3:2])[C:5]([OH:11])=[CH:6][C:7]=1[OH:10]. Reactant: [CH:1]([C:4]1[CH:9]=[CH:8][C:7]([OH:10])=[CH:6][C:5]=1[OH:11])([CH3:3])[CH3:2].[Br-:12].[Br-].[Br-].C([N+](C)(C)C)C1C=CC=CC=1.C([N+](C)(C)C)C1C=CC=CC=1.C([N+](C)(C)C)C1C=CC=CC=1. (6) Reactant: [Cl:1][C:2]1[C:3]([CH3:30])=[N:4][O:5][C:6]=1[NH:7][S:8]([C:11]1[CH:15]=[CH:14][S:13][C:12]=1[C:16](=[O:29])[CH2:17][C:18]1[C:23]([CH3:24])=[CH:22][C:21]([CH3:25])=[C:20]([O:26]C)[C:19]=1[CH3:28])(=[O:10])=[O:9].B(Br)(Br)Br. The catalyst class is: 4. Product: [Cl:1][C:2]1[C:3]([CH3:30])=[N:4][O:5][C:6]=1[NH:7][S:8]([C:11]1[CH:15]=[CH:14][S:13][C:12]=1[C:16](=[O:29])[CH2:17][C:18]1[C:23]([CH3:24])=[CH:22][C:21]([CH3:25])=[C:20]([OH:26])[C:19]=1[CH3:28])(=[O:10])=[O:9]. (7) Reactant: [CH:1]([N:4]1[C:8]([C:9]2[N:10]=[C:11]3[C:17]4[CH:18]=[CH:19][C:20]([C:22]5[N:23]([CH:27]6[CH2:32][CH2:31][CH2:30][NH:29][CH2:28]6)[N:24]=[CH:25][CH:26]=5)=[CH:21][C:16]=4[O:15][CH2:14][CH2:13][N:12]3[CH:33]=2)=[N:7][C:6]([CH3:34])=[N:5]1)([CH3:3])[CH3:2].C(=O)([O-])[O-].[Cs+].[Cs+].Br[C:42]([CH3:49])([CH3:48])[C:43]([O:45][CH2:46][CH3:47])=[O:44]. Product: [CH:1]([N:4]1[C:8]([C:9]2[N:10]=[C:11]3[C:17]4[CH:18]=[CH:19][C:20]([C:22]5[N:23]([CH:27]6[CH2:32][CH2:31][CH2:30][N:29]([C:42]([CH3:49])([CH3:48])[C:43]([O:45][CH2:46][CH3:47])=[O:44])[CH2:28]6)[N:24]=[CH:25][CH:26]=5)=[CH:21][C:16]=4[O:15][CH2:14][CH2:13][N:12]3[CH:33]=2)=[N:7][C:6]([CH3:34])=[N:5]1)([CH3:3])[CH3:2]. The catalyst class is: 9. (8) Reactant: [C:1]1([NH2:8])[CH:6]=[CH:5][CH:4]=[CH:3][C:2]=1[NH2:7].[CH3:9][N:10]([CH2:15][C:16](O)=O)[CH2:11][C:12](O)=O. Product: [NH:7]1[C:2]2[CH:3]=[CH:4][CH:5]=[CH:6][C:1]=2[N:8]=[C:12]1[CH2:11][N:10]([CH2:15][C:16]1[NH:8][C:1]2[CH:6]=[CH:5][CH:4]=[CH:3][C:2]=2[N:7]=1)[CH3:9]. The catalyst class is: 196. (9) Reactant: S(Cl)([Cl:3])=O.[F:5][C:6]1[CH:11]=[CH:10][C:9]([O:12][CH3:13])=[CH:8][C:7]=1[C:14]1[CH:19]=[CH:18][C:17]([C:20]([O:22][CH3:23])=[O:21])=[CH:16][C:15]=1[CH2:24]O. Product: [Cl:3][CH2:24][C:15]1[CH:16]=[C:17]([C:20]([O:22][CH3:23])=[O:21])[CH:18]=[CH:19][C:14]=1[C:7]1[CH:8]=[C:9]([O:12][CH3:13])[CH:10]=[CH:11][C:6]=1[F:5]. The catalyst class is: 2. (10) Reactant: [C:1]1(=[C:6]2[C:19]3[CH:18]=[CH:17][C:16]([O:20][CH3:21])=[CH:15][C:14]=3[O:13][C:12]3[C:7]2=[CH:8][CH:9]=[C:10]([O:22][CH3:23])[CH:11]=3)[CH2:5][CH2:4][CH2:3][CH2:2]1. Product: [CH:1]1([CH:6]2[C:7]3[CH:8]=[CH:9][C:10]([O:22][CH3:23])=[CH:11][C:12]=3[O:13][C:14]3[C:19]2=[CH:18][CH:17]=[C:16]([O:20][CH3:21])[CH:15]=3)[CH2:2][CH2:3][CH2:4][CH2:5]1. The catalyst class is: 19.